The task is: Predict the product of the given reaction.. This data is from Forward reaction prediction with 1.9M reactions from USPTO patents (1976-2016). Given the reactants Cl.[NH2:2][C@H:3]([C:11]([O:13][CH3:14])=[O:12])[CH2:4][C:5]1[CH:10]=[CH:9][CH:8]=[CH:7][CH:6]=1.C(N(CC)CC)C.Cl[C:23]([O:25][CH:26]([CH3:28])[CH3:27])=[O:24], predict the reaction product. The product is: [CH:26]([O:25][C:23]([NH:2][C@H:3]([C:11]([O:13][CH3:14])=[O:12])[CH2:4][C:5]1[CH:10]=[CH:9][CH:8]=[CH:7][CH:6]=1)=[O:24])([CH3:28])[CH3:27].